Dataset: Forward reaction prediction with 1.9M reactions from USPTO patents (1976-2016). Task: Predict the product of the given reaction. Given the reactants [CH2:1]([O:4][C:5]1([CH3:34])[CH2:10][CH2:9][N:8]([C:11]2[N:16]3[N:17]=[C:18]([CH2:20]I)[CH:19]=[C:15]3[N:14]=[C:13]([CH3:22])[C:12]=2[C@H:23]([O:29][C:30]([CH3:33])([CH3:32])[CH3:31])[C:24]([O:26][CH2:27][CH3:28])=[O:25])[CH2:7][CH2:6]1)[CH:2]=[CH2:3].[F:35][C:36]1[CH:37]=[CH:38][C:39]([O:44][C@H:45]([CH2:47][CH:48]=[CH2:49])[CH3:46])=[C:40]([CH2:42][OH:43])[CH:41]=1.[H-].[Na+], predict the reaction product. The product is: [CH2:1]([O:4][C:5]1([CH3:34])[CH2:10][CH2:9][N:8]([C:11]2[N:16]3[N:17]=[C:18]([CH2:20][O:43][CH2:42][C:40]4[CH:41]=[C:36]([F:35])[CH:37]=[CH:38][C:39]=4[O:44][C@H:45]([CH2:47][CH:48]=[CH2:49])[CH3:46])[CH:19]=[C:15]3[N:14]=[C:13]([CH3:22])[C:12]=2[C@H:23]([O:29][C:30]([CH3:33])([CH3:32])[CH3:31])[C:24]([O:26][CH2:27][CH3:28])=[O:25])[CH2:7][CH2:6]1)[CH:2]=[CH2:3].